This data is from Full USPTO retrosynthesis dataset with 1.9M reactions from patents (1976-2016). The task is: Predict the reactants needed to synthesize the given product. (1) The reactants are: [NH2:1][C:2]1[CH:3]=[CH:4][CH:5]=[C:6]2[C:10]=1[NH:9][CH:8]=[CH:7]2.[F:11][C:12]([F:29])([F:28])[C:13]1[CH:14]=[C:15]([N:19]2[CH2:24][CH2:23][CH:22]([C:25](O)=[O:26])[CH2:21][CH2:20]2)[CH:16]=[CH:17][CH:18]=1. Given the product [NH:9]1[C:10]2[C:6](=[CH:5][CH:4]=[CH:3][C:2]=2[NH:1][C:25]([CH:22]2[CH2:21][CH2:20][N:19]([C:15]3[CH:16]=[CH:17][CH:18]=[C:13]([C:12]([F:29])([F:11])[F:28])[CH:14]=3)[CH2:24][CH2:23]2)=[O:26])[CH:7]=[CH:8]1, predict the reactants needed to synthesize it. (2) Given the product [Cl:16][C:17]1[CH:18]=[CH:19][C:20]([C:23]2[C:29]3[CH:30]=[C:31]([C:7]4[CH:12]=[CH:11][CH:10]=[CH:9][CH:8]=4)[CH:32]=[CH:33][C:28]=3[N:27]3[C:42]([CH3:45])=[N:43][N:44]=[C:26]3[C@H:25]([CH2:46][C:47]([OH:49])=[O:48])[N:24]=2)=[CH:21][CH:22]=1, predict the reactants needed to synthesize it. The reactants are: C(=O)([O-])[O-].[Na+].[Na+].[C:7]1(B(O)O)[CH:12]=[CH:11][CH:10]=[CH:9][CH:8]=1.[Cl:16][C:17]1[CH:22]=[CH:21][C:20]([C:23]2[C:29]3[CH:30]=[C:31](OS(C(F)(F)F)(=O)=O)[CH:32]=[CH:33][C:28]=3[N:27]3[C:42]([CH3:45])=[N:43][N:44]=[C:26]3[C@H:25]([CH2:46][C:47]([O:49]CC)=[O:48])[N:24]=2)=[CH:19][CH:18]=1.O. (3) Given the product [OH:1][C:2]1[CH:10]=[C:9]([O:12][CH3:13])[CH:8]=[C:7]([OH:11])[C:3]=1[C:4]([O:6][CH3:25])=[O:5], predict the reactants needed to synthesize it. The reactants are: [OH:1][C:2]1[CH:10]=[CH:9][CH:8]=[C:7]([OH:11])[C:3]=1[C:4]([O-:6])=[O:5].[OH:12][CH2:13]CCCNC(=O)OC(C)(C)C.[CH3:25]O. (4) Given the product [CH:17]1([C:15]2[N:16]=[C:11]3[CH:10]=[CH:9][C:8]([N:5]4[CH:6]=[CH:7][C:2]([O:30][CH2:29][C:26]5[CH:25]=[C:24]([CH:23]([F:31])[F:22])[S:28][CH:27]=5)=[CH:3][C:4]4=[O:21])=[CH:13][N:12]3[C:14]=2[CH3:20])[CH2:19][CH2:18]1, predict the reactants needed to synthesize it. The reactants are: Br[C:2]1[CH:7]=[CH:6][N:5]([C:8]2[CH:9]=[CH:10][C:11]3[N:12]([C:14]([CH3:20])=[C:15]([CH:17]4[CH2:19][CH2:18]4)[N:16]=3)[CH:13]=2)[C:4](=[O:21])[CH:3]=1.[F:22][CH:23]([F:31])[C:24]1[S:28][CH:27]=[C:26]([CH2:29][OH:30])[CH:25]=1.CC(C)([O-])C.[K+].C1(C)C=CC=CC=1.